From a dataset of Experimentally validated miRNA-target interactions with 360,000+ pairs, plus equal number of negative samples. Binary Classification. Given a miRNA mature sequence and a target amino acid sequence, predict their likelihood of interaction. The miRNA is mmu-miR-295-3p with sequence AAAGUGCUACUACUUUUGAGUCU. The protein sequence of the target gene is MSASAATGVFVLSLSAIPVTYIFNHLAAQHDSWTIVGVAALILLLVALLARVLVRRKPPRDPLFYVYAVFGFTSVVNLIIGLEQDGIIDGFMTHYLREGEPYLNTAYGHMICYWDGSVHYLMYLVMVAAIAWEESYRTIGLYWVGSIIMSIVVFVPGNIVGKYGTRICPAFFLSIPYTCLPVWAGFRIYNQPSENYNYPSKVLQEAQAKALLRRPFDLVLVLCLFLATGFCLFRGLIALDCPAELCRLYTQFQEPYLKDPAAYPKIQMLAYMFYSVPYFVIALYGLVVPGCSWMPDITLV.... Result: 0 (no interaction).